From a dataset of Peptide-MHC class II binding affinity with 134,281 pairs from IEDB. Regression. Given a peptide amino acid sequence and an MHC pseudo amino acid sequence, predict their binding affinity value. This is MHC class II binding data. (1) The peptide sequence is SRAEVSYVHVNGAKF. The binding affinity (normalized) is 0.494. The MHC is HLA-DPA10201-DPB10101 with pseudo-sequence HLA-DPA10201-DPB10101. (2) The peptide sequence is TYDKGILTVSVAVSE. The MHC is DRB1_1201 with pseudo-sequence DRB1_1201. The binding affinity (normalized) is 0.429.